From a dataset of Full USPTO retrosynthesis dataset with 1.9M reactions from patents (1976-2016). Predict the reactants needed to synthesize the given product. (1) Given the product [CH:6]1([CH2:5][CH:4]([C:11]2[CH:16]=[CH:15][C:14]([S:17]([CH3:20])(=[O:19])=[O:18])=[C:13]([C:21]([F:24])([F:22])[F:23])[CH:12]=2)[C:3]([OH:25])=[O:2])[CH2:10][CH2:9][CH2:8][CH2:7]1, predict the reactants needed to synthesize it. The reactants are: C[O:2][C:3](=[O:25])[CH:4]([C:11]1[CH:16]=[CH:15][C:14]([S:17]([CH3:20])(=[O:19])=[O:18])=[C:13]([C:21]([F:24])([F:23])[F:22])[CH:12]=1)[CH2:5][CH:6]1[CH2:10][CH2:9][CH2:8][CH2:7]1.[OH-].[Li+]. (2) Given the product [CH3:19][CH2:18][O:17][C:15]([CH3:40])=[O:16].[CH3:15][OH:16].[NH4+:8].[OH-:16], predict the reactants needed to synthesize it. The reactants are: ClC1C=CC(N2C=NC=N2)=C(C=1)C[NH:8]C(=O)[C@@H]1CCCN1[C:15]([O:17][CH2:18][CH:19]1C2C=CC=CC=2C2C1=CC=CC=2)=[O:16].N1CCCC[CH2:40]1. (3) Given the product [O:1]1[CH2:6][CH2:5][O:4][CH2:3][CH:2]1[CH:7]([N:9]1[C:21]2[C:16](=[CH:17][CH:18]=[CH:19][CH:20]=2)[C:11]([C:12]([O:14][CH3:15])=[O:13])=[C:10]1[CH3:23])[CH3:8], predict the reactants needed to synthesize it. The reactants are: [O:1]1[CH2:6][CH2:5][O:4][CH2:3][CH:2]1[CH:7](/[N:9]=[C:10](\[CH3:23])/[CH:11]([C:16]1[CH:21]=[CH:20][CH:19]=[CH:18][C:17]=1Br)[C:12]([O:14][CH3:15])=[O:13])[CH3:8].CC(C)([O-])C.[Na+]. (4) The reactants are: [CH:1]([NH:4][C:5]1[CH:14]=[CH:13][C:12]2[C:7](=[CH:8][CH:9]=[C:10]([N+:15]([O-])=O)[CH:11]=2)[N:6]=1)([CH3:3])[CH3:2]. Given the product [CH:1]([NH:4][C:5]1[CH:14]=[CH:13][C:12]2[C:7](=[CH:8][CH:9]=[C:10]([NH2:15])[CH:11]=2)[N:6]=1)([CH3:3])[CH3:2], predict the reactants needed to synthesize it. (5) The reactants are: [CH:1]1([N:4]([C@@H:12]2[CH2:17][CH2:16][NH:15][CH2:14][C@@H:13]2[F:18])C(=O)OC(C)(C)C)[CH2:3][CH2:2]1.C(N(CC)CC)C.Cl[C:27]([O:29][CH:30]([CH3:32])[CH3:31])=[O:28].O. Given the product [CH:30]([O:29][C:27]([N:15]1[CH2:16][CH2:17][C@@H:12]([NH:4][CH:1]2[CH2:2][CH2:3]2)[C@@H:13]([F:18])[CH2:14]1)=[O:28])([CH3:32])[CH3:31], predict the reactants needed to synthesize it. (6) Given the product [CH2:1]([O:5][CH2:6][CH2:7][O:8][C:9]1[CH:10]=[CH:11][C:12]([C:15]2[CH:16]=[CH:17][C:18]3[N:24]([CH2:25][CH:26]([CH3:27])[CH3:28])[CH2:23][CH2:22][C:21]([C:29]([NH:31][C:32]4[CH:33]=[CH:34][C:35]([S:38]([CH2:39][C:40]5[N:44]([CH2:45][CH3:46])[CH:43]=[N:42][N:41]=5)=[O:56])=[CH:36][CH:37]=4)=[O:30])=[CH:20][C:19]=3[CH:47]=2)=[CH:13][CH:14]=1)[CH2:2][CH2:3][CH3:4], predict the reactants needed to synthesize it. The reactants are: [CH2:1]([O:5][CH2:6][CH2:7][O:8][C:9]1[CH:14]=[CH:13][C:12]([C:15]2[CH:16]=[CH:17][C:18]3[N:24]([CH2:25][CH:26]([CH3:28])[CH3:27])[CH2:23][CH2:22][C:21]([C:29]([NH:31][C:32]4[CH:37]=[CH:36][C:35]([S:38][CH2:39][C:40]5[N:44]([CH2:45][CH3:46])[CH:43]=[N:42][N:41]=5)=[CH:34][CH:33]=4)=[O:30])=[CH:20][C:19]=3[CH:47]=2)=[CH:11][CH:10]=1)[CH2:2][CH2:3][CH3:4].ClC1C=CC=C(C(OO)=[O:56])C=1.S([O-])([O-])(=O)=S.[Na+].[Na+]. (7) Given the product [CH:1]([N:4]1[C:8]([C:9]2[CH:14]=[C:13]([NH2:15])[CH:12]=[CH:11][C:10]=2[O:18][CH3:19])=[CH:7][CH:6]=[N:5]1)([CH3:3])[CH3:2], predict the reactants needed to synthesize it. The reactants are: [CH:1]([N:4]1[C:8]([C:9]2[CH:14]=[C:13]([N+:15]([O-])=O)[CH:12]=[CH:11][C:10]=2[O:18][CH3:19])=[CH:7][CH:6]=[N:5]1)([CH3:3])[CH3:2].O.O.Cl[Sn]Cl. (8) The reactants are: Br[C:2]1[CH:3]=[C:4]2[CH2:10][C@:9]3([CH:15]4[CH2:16][CH2:17][N:12]([CH2:13][CH2:14]4)[CH2:11]3)[O:8][C:5]2=[N:6][CH:7]=1.[S:18]1[CH:22]=[C:21](B(O)O)[C:20]2[CH:26]=[CH:27][CH:28]=[CH:29][C:19]1=2. Given the product [S:18]1[CH:22]=[C:21]([C:2]2[CH:3]=[C:4]3[CH2:10][C@:9]4([CH:15]5[CH2:16][CH2:17][N:12]([CH2:13][CH2:14]5)[CH2:11]4)[O:8][C:5]3=[N:6][CH:7]=2)[C:20]2[CH:26]=[CH:27][CH:28]=[CH:29][C:19]1=2, predict the reactants needed to synthesize it. (9) Given the product [C:1]([C:3]1[CH:8]=[CH:7][C:6]([N:9]([CH2:14][CH:15]2[CH2:17][CH2:16]2)[CH2:10][C:11]([NH:30][C@@H:28]([C:22]2[CH:27]=[CH:26][CH:25]=[CH:24][CH:23]=2)[CH3:29])=[O:13])=[CH:5][C:4]=1[C:18]([F:21])([F:20])[F:19])#[N:2], predict the reactants needed to synthesize it. The reactants are: [C:1]([C:3]1[CH:8]=[CH:7][C:6]([N:9]([CH2:14][CH:15]2[CH2:17][CH2:16]2)[CH2:10][C:11]([OH:13])=O)=[CH:5][C:4]=1[C:18]([F:21])([F:20])[F:19])#[N:2].[C:22]1([C@H:28]([NH2:30])[CH3:29])[CH:27]=[CH:26][CH:25]=[CH:24][CH:23]=1. (10) Given the product [C:9]([O:13][C:14]([N:16]1[C:24]2[C:19](=[C:20]([NH:30][C:31]3[CH:36]=[CH:35][C:34]([I:37])=[CH:33][C:32]=3[F:38])[C:21]([NH2:27])=[C:22]([O:25][CH3:26])[CH:23]=2)[CH:18]=[N:17]1)=[O:15])([CH3:12])([CH3:10])[CH3:11], predict the reactants needed to synthesize it. The reactants are: S(S([O-])=O)([O-])=O.[Na+].[Na+].[C:9]([O:13][C:14]([N:16]1[C:24]2[C:19](=[C:20]([NH:30][C:31]3[CH:36]=[CH:35][C:34]([I:37])=[CH:33][C:32]=3[F:38])[C:21]([N+:27]([O-])=O)=[C:22]([O:25][CH3:26])[CH:23]=2)[CH:18]=[N:17]1)=[O:15])([CH3:12])([CH3:11])[CH3:10].C1COCC1.C(=O)([O-])O.[Na+].